Dataset: Full USPTO retrosynthesis dataset with 1.9M reactions from patents (1976-2016). Task: Predict the reactants needed to synthesize the given product. (1) The reactants are: [OH:1][C:2]1[CH:3]=[CH:4][C:5]2[C:17](=[O:18])[C:16]3[C:15]4[C:10](=[CH:11][C:12]([C:19]#[N:20])=[CH:13][CH:14]=4)[NH:9][C:8]=3[C:7]([CH3:22])([CH3:21])[C:6]=2[CH:23]=1.[CH3:24][O:25][CH2:26][CH2:27][O:28][CH2:29][CH2:30]O. Given the product [CH3:24][O:25][CH2:26][CH2:27][O:28][CH2:29][CH2:30][O:1][C:2]1[CH:3]=[CH:4][C:5]2[C:17](=[O:18])[C:16]3[C:15]4[C:10](=[CH:11][C:12]([C:19]#[N:20])=[CH:13][CH:14]=4)[NH:9][C:8]=3[C:7]([CH3:21])([CH3:22])[C:6]=2[CH:23]=1, predict the reactants needed to synthesize it. (2) Given the product [O:1]=[C:2]1[C:11]([C:12]2[CH:16]=[CH:15][N:14]([C:37]3[CH:42]=[CH:41][CH:40]=[CH:39][CH:38]=3)[N:13]=2)=[CH:10][C:9]2[C:4](=[CH:5][C:6]([N:17]3[CH2:18][CH2:19][N:20]([C:23]([O:25][C:26]([CH3:29])([CH3:28])[CH3:27])=[O:24])[CH2:21][CH2:22]3)=[CH:7][CH:8]=2)[O:3]1, predict the reactants needed to synthesize it. The reactants are: [O:1]=[C:2]1[C:11]([C:12]2[CH:16]=[CH:15][NH:14][N:13]=2)=[CH:10][C:9]2[C:4](=[CH:5][C:6]([N:17]3[CH2:22][CH2:21][N:20]([C:23]([O:25][C:26]([CH3:29])([CH3:28])[CH3:27])=[O:24])[CH2:19][CH2:18]3)=[CH:7][CH:8]=2)[O:3]1.C([O-])([O-])=O.[Cs+].[Cs+].I[C:37]1[CH:42]=[CH:41][CH:40]=[CH:39][CH:38]=1. (3) Given the product [C:1]([NH:24][CH:25]([CH2:39][C:40]1[CH:41]=[CH:52][CH:44]=[CH:45][CH:42]=1)[C:26]([NH:28][C:29]1[CH:30]=[CH:31][C:32]([OH:38])=[C:33]([CH:37]=1)[C:34]([OH:36])=[O:35])=[O:27])(=[O:23])[CH2:2][CH2:3]/[CH:4]=[CH:5]\[CH2:6]/[CH:7]=[CH:8]\[CH2:9]/[CH:10]=[CH:11]\[CH2:12]/[CH:13]=[CH:14]\[CH2:15]/[CH:16]=[CH:17]\[CH2:18]/[CH:19]=[CH:20]\[CH2:21][CH3:22], predict the reactants needed to synthesize it. The reactants are: [C:1]([NH:24][CH:25]([CH2:39][CH:40]([CH3:42])[CH3:41])[C:26]([NH:28][C:29]1[CH:30]=[CH:31][C:32]([OH:38])=[C:33]([CH:37]=1)[C:34]([OH:36])=[O:35])=[O:27])(=[O:23])[CH2:2][CH2:3]/[CH:4]=[CH:5]\[CH2:6]/[CH:7]=[CH:8]\[CH2:9]/[CH:10]=[CH:11]\[CH2:12]/[CH:13]=[CH:14]\[CH2:15]/[CH:16]=[CH:17]\[CH2:18]/[CH:19]=[CH:20]\[CH2:21][CH3:22].N[C@H:44]([C:52](O)=O)[CH2:45]C1C=CC=CC=1. (4) The reactants are: [C:1]([O:5][C:6](=[O:27])[NH:7][C:8]1[C@:9]([CH3:26])([C:22]([F:25])([F:24])[F:23])[O:10][CH2:11][C@:12]([C:15]2[CH:20]=[CH:19][CH:18]=[C:17]([NH2:21])[CH:16]=2)([CH3:14])[N:13]=1)([CH3:4])([CH3:3])[CH3:2].[Br:28][C:29]1[CH:30]=[CH:31][C:32]([C:35](O)=[O:36])=[N:33][CH:34]=1.C(Cl)CCl.C1C=NC2N(O)N=NC=2C=1.CCN(C(C)C)C(C)C. Given the product [C:1]([O:5][C:6](=[O:27])[NH:7][C:8]1[C@:9]([CH3:26])([C:22]([F:25])([F:23])[F:24])[O:10][CH2:11][C@:12]([C:15]2[CH:20]=[CH:19][CH:18]=[C:17]([NH:21][C:35]([C:32]3[CH:31]=[CH:30][C:29]([Br:28])=[CH:34][N:33]=3)=[O:36])[CH:16]=2)([CH3:14])[N:13]=1)([CH3:2])([CH3:3])[CH3:4], predict the reactants needed to synthesize it.